From a dataset of Catalyst prediction with 721,799 reactions and 888 catalyst types from USPTO. Predict which catalyst facilitates the given reaction. (1) Product: [Cl:19][C:13]1[CH:14]=[CH:15][CH:16]=[C:17]([Cl:18])[C:12]=1[NH:11][C:4]1[CH:3]=[CH:2][CH:1]=[CH:6][C:5]=1[CH2:7][C:8]([O:10][CH2:44][C@H:45]([O:51][N+:52]([O-:54])=[O:53])[CH2:46][O:47][N+:48]([O-:50])=[O:49])=[O:9]. The catalyst class is: 2. Reactant: [CH:1]1[CH:2]=[CH:3][C:4]([NH:11][C:12]2[C:13]([Cl:19])=[CH:14][CH:15]=[CH:16][C:17]=2[Cl:18])=[C:5]([CH2:7][C:8]([OH:10])=[O:9])[CH:6]=1.ClC1C=CC(C(N2C3C(=CC(OC)=CC=3)C(CC(O[CH2:44][C@H:45]([O:51][N+:52]([O-:54])=[O:53])[CH2:46][O:47][N+:48]([O-:50])=[O:49])=O)=C2C)=O)=CC=1. (2) Reactant: [CH:1]1([S:4]([NH2:7])(=[O:6])=[O:5])[CH2:3][CH2:2]1.[C:8]([O:12][C:13](O[C:13]([O:12][C:8]([CH3:11])([CH3:10])[CH3:9])=[O:14])=[O:14])([CH3:11])([CH3:10])[CH3:9].C(N(CC)CC)C.CN(C1C=CC=CN=1)C. Product: [C:13]([NH:7][S:4]([CH:1]1[CH2:3][CH2:2]1)(=[O:6])=[O:5])([O:12][C:8]([CH3:11])([CH3:10])[CH3:9])=[O:14]. The catalyst class is: 4. (3) Reactant: [Cl:1][C:2]1[CH:7]=[CH:6][C:5]([CH3:8])=[CH:4][C:3]=1[O:9][CH3:10].[Br:11]N1C(=O)CCC1=O. Product: [Cl:1][C:2]1[CH:7]=[CH:6][C:5]([CH2:8][Br:11])=[CH:4][C:3]=1[O:9][CH3:10]. The catalyst class is: 340. (4) Reactant: [F:1][C:2]([F:23])([F:22])[C@@H:3]([OH:21])[CH2:4][N:5]1[CH2:10][CH2:9][O:8][CH:7]([C:11]2[CH:12]=[N:13][C:14]([C:17]([F:20])([F:19])[F:18])=[CH:15][CH:16]=2)[CH2:6]1.C(N(CC)CC)C.[Cl:31][C:32]1[CH:37]=[CH:36][C:35]([N:38]=[C:39]=[O:40])=[CH:34][C:33]=1[F:41]. Product: [F:23][C:2]([F:1])([F:22])[C@@H:3]([O:21][C:39](=[O:40])[NH:38][C:35]1[CH:36]=[CH:37][C:32]([Cl:31])=[C:33]([F:41])[CH:34]=1)[CH2:4][N:5]1[CH2:10][CH2:9][O:8][C@H:7]([C:11]2[CH:12]=[N:13][C:14]([C:17]([F:19])([F:20])[F:18])=[CH:15][CH:16]=2)[CH2:6]1. The catalyst class is: 4.